From a dataset of Catalyst prediction with 721,799 reactions and 888 catalyst types from USPTO. Predict which catalyst facilitates the given reaction. (1) Reactant: CN(C)CCN[C:6]1[C:18]2[C:17](=[O:19])[C:16]3C=CN=[CH:12][C:11]=3[C:10]=2[C:9]2[CH:20]=[CH:21][C:22]([O:24][CH3:25])=[CH:23][C:8]=2[N:7]=1.Cl.[CH3:28][N:29]([CH3:33])[CH2:30][CH2:31][SH:32].[CH2:34]([N:36](CC)[CH2:37]C)C.[H-].[Na+]. Product: [CH3:28][N:29]([CH3:33])[CH2:30][CH2:31][S:32][C:6]1[C:18]2[C:17](=[O:19])[C:16]3[CH:37]=[N:36][CH:34]=[CH:12][C:11]=3[C:10]=2[C:9]2[CH:20]=[CH:21][C:22]([O:24][CH3:25])=[CH:23][C:8]=2[N:7]=1. The catalyst class is: 174. (2) Product: [CH3:1][O:2][C:3]([C:5]1[CH:6]=[CH:7][C:8]2[CH:12]=[C:11]([C:13]3[C:18]([CH3:19])=[CH:17][N:16]=[C:15]([NH:22][CH2:23][CH2:24][CH2:25][N:26]4[CH2:27][CH2:28][N:29]([CH3:32])[CH2:30][CH2:31]4)[N:14]=3)[S:10][C:9]=2[CH:21]=1)=[O:4]. Reactant: [CH3:1][O:2][C:3]([C:5]1[CH:6]=[CH:7][C:8]2[CH:12]=[C:11]([C:13]3[C:18]([CH3:19])=[CH:17][N:16]=[C:15](Cl)[N:14]=3)[S:10][C:9]=2[CH:21]=1)=[O:4].[NH2:22][CH2:23][CH2:24][CH2:25][N:26]1[CH2:31][CH2:30][N:29]([CH3:32])[CH2:28][CH2:27]1. The catalyst class is: 12. (3) Reactant: Br[C:2]1[CH:3]=[C:4]([CH:9]=[C:10]([S:12]([CH3:15])(=[O:14])=[O:13])[CH:11]=1)[C:5]([O:7][CH3:8])=[O:6].B(O)(O)[C:17]1[CH:18]=[CH:19][C:20]([CH3:23])=[CH:21][CH:22]=1.C1(C)C=CC=CC=1.C(=O)([O-])[O-].[Cs+].[Cs+]. Product: [CH3:23][C:20]1[CH:21]=[CH:22][C:17]([C:2]2[CH:11]=[C:10]([S:12]([CH3:15])(=[O:14])=[O:13])[CH:9]=[C:4]([C:5]([O:7][CH3:8])=[O:6])[CH:3]=2)=[CH:18][CH:19]=1. The catalyst class is: 690. (4) Reactant: [CH2:1]([O:8][C:9]1[CH:22]=[CH:21][C:12]([O:13][C:14]2[N:19]=[CH:18][C:17]([OH:20])=[CH:16][CH:15]=2)=[CH:11][CH:10]=1)[C:2]1[CH:7]=[CH:6][CH:5]=[CH:4][CH:3]=1.[CH2:23]([O:30][C:31](=[O:37])[NH:32][C@@H:33]([CH3:36])[CH2:34]Br)[C:24]1[CH:29]=[CH:28][CH:27]=[CH:26][CH:25]=1.[H-].[Na+]. Product: [CH2:23]([O:30][C:31](=[O:37])[NH:32][C@@H:33]([CH3:34])[CH2:36][O:20][C:17]1[CH:18]=[N:19][C:14]([O:13][C:12]2[CH:21]=[CH:22][C:9]([O:8][CH2:1][C:2]3[CH:3]=[CH:4][CH:5]=[CH:6][CH:7]=3)=[CH:10][CH:11]=2)=[CH:15][CH:16]=1)[C:24]1[CH:29]=[CH:28][CH:27]=[CH:26][CH:25]=1. The catalyst class is: 3. (5) Reactant: [Br:1][C:2]1[CH:7]=[CH:6][N:5]=[C:4]([OH:8])[CH:3]=1.[H-].[Na+].[Br-].[Li+].Br[CH2:14][CH2:15][C:16]([CH3:19])([CH3:18])[CH3:17]. Product: [Br:1][C:2]1[CH:7]=[CH:6][N:5]([CH2:14][CH2:15][C:16]([CH3:19])([CH3:18])[CH3:17])[C:4](=[O:8])[CH:3]=1. The catalyst class is: 85. (6) Reactant: [O:1]1[CH2:5][CH2:4][CH:3]([CH:6]=O)[CH2:2]1.[ClH:8].[NH2:9][OH:10]. Product: [OH:10][N:9]=[C:6]([Cl:8])[CH:3]1[CH2:4][CH2:5][O:1][CH2:2]1. The catalyst class is: 8. (7) Reactant: [C:1]1([CH2:7][O:8][C:9]([N:11]2[CH2:16][CH2:15][C:14]([F:35])([C:17]3[CH:22]=[CH:21][C:20]([NH:23][C:24](OCC4C=CC=CC=4)=O)=[CH:19][C:18]=3[F:34])[CH2:13][CH2:12]2)=[O:10])[CH:6]=[CH:5][CH:4]=[CH:3][CH:2]=1.C([Li])CCC.[C:41]([O:46][CH2:47][C@@H:48]1[O:50]C1)(=[O:45])CCC. Product: [C:1]1([CH2:7][O:8][C:9]([N:11]2[CH2:16][CH2:15][C:14]([F:35])([C:17]3[CH:22]=[CH:21][C:20]([N:23]4[CH2:24][C@H:47]([CH2:48][OH:50])[O:46][C:41]4=[O:45])=[CH:19][C:18]=3[F:34])[CH2:13][CH2:12]2)=[O:10])[CH:2]=[CH:3][CH:4]=[CH:5][CH:6]=1. The catalyst class is: 7.